Dataset: Catalyst prediction with 721,799 reactions and 888 catalyst types from USPTO. Task: Predict which catalyst facilitates the given reaction. Reactant: [Cl:1][C:2]1[CH:3]=[CH:4][C:5]([O:15][CH2:16][C:17]2[CH:22]=[CH:21][CH:20]=[CH:19][CH:18]=2)=[C:6]([CH2:8][C:9]2[S:10][CH:11]=[C:12]([NH2:14])[N:13]=2)[CH:7]=1.C(N(CC)CC)C.[C:30](Cl)(=[O:32])[CH3:31]. Product: [Cl:1][C:2]1[CH:3]=[CH:4][C:5]([O:15][CH2:16][C:17]2[CH:18]=[CH:19][CH:20]=[CH:21][CH:22]=2)=[C:6]([CH2:8][C:9]2[S:10][CH:11]=[C:12]([NH:14][C:30](=[O:32])[CH3:31])[N:13]=2)[CH:7]=1. The catalyst class is: 268.